This data is from Reaction yield outcomes from USPTO patents with 853,638 reactions. The task is: Predict the reaction yield, written as a fraction of the theoretical maximum amount of product (1.0 means a 100% yield; for example, 0.34 means a 34% yield). (1) The reactants are [CH2:1]([CH2:13][Si:14]([CH3:17])([CH3:16])Cl)[CH2:2][CH2:3][CH2:4][CH2:5][CH2:6][CH2:7][CH2:8][CH2:9][CH2:10][CH2:11]C.[CH2:18]([Mg]Cl)[C:19](=[CH2:21])[CH3:20]. The catalyst is C1COCC1. The product is [CH2:13]([Si:14]([CH2:16][C:4](=[CH2:3])[CH3:5])([CH2:17][C:1](=[CH2:2])[CH3:13])[CH2:18][C:19](=[CH2:21])[CH3:20])[CH2:1][CH2:2][CH2:3][CH2:4][CH2:5][CH2:6][CH2:7][CH2:8][CH2:9][CH2:10][CH3:11]. The yield is 0.880. (2) The reactants are CC(C)(C)C([O:5][C:6]1[CH:11]=[CH:10][C:9]([C:12]([C:30]2[CH:35]=[CH:34][C:33]([O:36]C(=O)C(C)(C)C)=[CH:32][CH:31]=2)=[C:13]([C:18]2[CH:23]=[CH:22][C:21]([O:24][CH2:25][CH2:26][N:27]([CH3:29])[CH3:28])=[CH:20][CH:19]=2)[CH2:14][CH2:15][CH2:16][CH3:17])=[CH:8][CH:7]=1)=O.[OH-].[Na+].C(O)(=O)CC(CC(O)=O)(C(O)=O)O. The catalyst is C1COCC1.CO. The product is [CH3:29][N:27]([CH3:28])[CH2:26][CH2:25][O:24][C:21]1[CH:20]=[CH:19][C:18]([C:13]([CH2:14][CH2:15][CH2:16][CH3:17])=[C:12]([C:9]2[CH:8]=[CH:7][C:6]([OH:5])=[CH:11][CH:10]=2)[C:30]2[CH:35]=[CH:34][C:33]([OH:36])=[CH:32][CH:31]=2)=[CH:23][CH:22]=1. The yield is 0.940.